Dataset: Catalyst prediction with 721,799 reactions and 888 catalyst types from USPTO. Task: Predict which catalyst facilitates the given reaction. (1) Reactant: [CH3:1][C:2]1[C:3]([N+:9]([O-:11])=[O:10])=[C:4]([OH:8])[CH:5]=[CH:6][CH:7]=1.[Br:12]Br. Product: [Br:12][C:7]1[CH:6]=[CH:5][C:4]([OH:8])=[C:3]([N+:9]([O-:11])=[O:10])[C:2]=1[CH3:1]. The catalyst class is: 15. (2) Reactant: Cl[C:2]1[CH:7]=[C:6]([C:8]2[CH:13]=[CH:12][CH:11]=[CH:10][CH:9]=2)[N:5]=[C:4]([NH:14][C:15](=[O:32])[CH2:16][CH2:17][C:18]([C:20]2[CH:25]=[CH:24][C:23]([O:26][CH2:27][CH3:28])=[C:22]([O:29][CH2:30][CH3:31])[CH:21]=2)=[O:19])[CH:3]=1.C1(C2C=CC=CC=2)C=CC=CC=1P(C1CCCCC1)C1CCCCC1.C(=O)([O-])[O-].[K+].[K+].[C:64]([CH2:67][CH2:68][C:69]1[CH:70]=[C:71](B(O)O)[CH:72]=[CH:73][CH:74]=1)([OH:66])=[O:65]. Product: [CH2:30]([O:29][C:22]1[CH:21]=[C:20]([C:18](=[O:19])[CH2:17][CH2:16][C:15]([NH:14][C:4]2[CH:3]=[C:2]([C:71]3[CH:70]=[C:69]([CH2:68][CH2:67][C:64]([OH:66])=[O:65])[CH:74]=[CH:73][CH:72]=3)[CH:7]=[C:6]([C:8]3[CH:13]=[CH:12][CH:11]=[CH:10][CH:9]=3)[N:5]=2)=[O:32])[CH:25]=[CH:24][C:23]=1[O:26][CH2:27][CH3:28])[CH3:31]. The catalyst class is: 110. (3) Reactant: [CH:1]1[C:9]2[C:8]3[CH:10]=[CH:11][CH:12]=[CH:13][C:7]=3[O:6][C:5]=2[C:4]([C:14]2[CH:15]=[CH:16][C:17]3[N:18]([C:27]4[CH:32]=[CH:31][CH:30]=[CH:29][CH:28]=4)[C:19]4[C:24]([C:25]=3[CH:26]=2)=[CH:23][CH:22]=[CH:21][CH:20]=4)=[CH:3][CH:2]=1.CN(CCN(C)C)C.C([Li])CCC.Cl[Si:47]([CH3:50])([CH3:49])[CH3:48]. Product: [C:27]1([N:18]2[C:17]3[CH:16]=[CH:15][C:14]([C:4]4[C:5]5[O:6][C:7]6[C:13]([Si:47]([CH3:50])([CH3:49])[CH3:48])=[CH:12][CH:11]=[CH:10][C:8]=6[C:9]=5[CH:1]=[CH:2][CH:3]=4)=[CH:26][C:25]=3[C:24]3[C:19]2=[CH:20][CH:21]=[CH:22][CH:23]=3)[CH:28]=[CH:29][CH:30]=[CH:31][CH:32]=1. The catalyst class is: 1. (4) Reactant: C([O:4][C@H:5]1[CH2:9][CH2:8][N:7]([C:10]2[CH:15]=[CH:14][CH:13]=[CH:12][CH:11]=2)[CH2:6]1)(=O)C.[Li+].[OH-]. Product: [C:10]1([N:7]2[CH2:8][CH2:9][C@H:5]([OH:4])[CH2:6]2)[CH:15]=[CH:14][CH:13]=[CH:12][CH:11]=1. The catalyst class is: 36. (5) Reactant: [NH2:1][C:2]1[CH:3]=[CH:4][C:5]([Cl:19])=[C:6]2[C:10]=1[N:9]([CH2:11][O:12][CH3:13])[C:8]([C:14]([O:16][CH2:17][CH3:18])=[O:15])=[CH:7]2.[S:20]1[CH:24]=[CH:23][CH:22]=[C:21]1[S:25](Cl)(=[O:27])=[O:26]. Product: [Cl:19][C:5]1[CH:4]=[CH:3][C:2]([NH:1][S:25]([C:21]2[S:20][CH:24]=[CH:23][CH:22]=2)(=[O:27])=[O:26])=[C:10]2[C:6]=1[CH:7]=[C:8]([C:14]([O:16][CH2:17][CH3:18])=[O:15])[N:9]2[CH2:11][O:12][CH3:13]. The catalyst class is: 17. (6) Reactant: [Si]([O:8][CH2:9][C@@:10]1([CH3:35])[S:16][CH2:15][CH2:14][N:13]2[C:17]([C:20]3([C:23]4[CH:28]=[CH:27][C:26]([C:29]5[CH:30]=[N:31][N:32]([CH3:34])[CH:33]=5)=[CH:25][CH:24]=4)[CH2:22][CH2:21]3)=[N:18][N:19]=[C:12]2[CH2:11]1)(C(C)(C)C)(C)C.Cl. Product: [CH3:35][C@:10]1([CH2:9][OH:8])[S:16][CH2:15][CH2:14][N:13]2[C:17]([C:20]3([C:23]4[CH:24]=[CH:25][C:26]([C:29]5[CH:30]=[N:31][N:32]([CH3:34])[CH:33]=5)=[CH:27][CH:28]=4)[CH2:22][CH2:21]3)=[N:18][N:19]=[C:12]2[CH2:11]1. The catalyst class is: 71. (7) Reactant: [ClH:1].Cl.[NH2:3][C:4]1[CH:25]=[CH:24][C:7]([C:8]([NH:10][C:11]2[CH:16]=[CH:15][CH:14]=[C:13](/[C:17](=[N:19]/[N:20]=[C:21]([NH2:23])[NH2:22])/[CH3:18])[CH:12]=2)=[O:9])=[CH:6][CH:5]=1.CCO.[Cl:29][C:30]1[C:39]2[C:34](=[CH:35][CH:36]=[CH:37][CH:38]=2)[N:33]=[CH:32][CH:31]=1.Cl. Product: [ClH:29].[ClH:1].[NH2:22][C:21](=[N:20]/[N:19]=[C:17](/[C:13]1[CH:12]=[C:11]([NH:10][C:8](=[O:9])[C:7]2[CH:6]=[CH:5][C:4]([NH:3][C:30]3[C:39]4[C:34](=[CH:35][CH:36]=[CH:37][CH:38]=4)[N:33]=[CH:32][CH:31]=3)=[CH:25][CH:24]=2)[CH:16]=[CH:15][CH:14]=1)\[CH3:18])[NH2:23]. The catalyst class is: 6. (8) Reactant: [O:1]1[C:7]2[CH:8]=[C:9]([C:12]([O:14][CH3:15])=[O:13])[CH:10]=[CH:11][C:6]=2[CH2:5][NH:4][CH2:3][CH2:2]1.C(N(CC)CC)C.[N:23]([C:26]1[CH:31]=[CH:30][C:29]([O:32][CH3:33])=[CH:28][CH:27]=1)=[C:24]=[O:25]. Product: [CH3:33][O:32][C:29]1[CH:30]=[CH:31][C:26]([NH:23][C:24]([N:4]2[CH2:5][C:6]3[CH:11]=[CH:10][C:9]([C:12]([O:14][CH3:15])=[O:13])=[CH:8][C:7]=3[O:1][CH2:2][CH2:3]2)=[O:25])=[CH:27][CH:28]=1. The catalyst class is: 170. (9) Reactant: CO[C:3]([C:5]1[CH:14]=[CH:13][C:12]2[CH2:11][CH2:10][CH:9]([NH2:15])[CH2:8][C:7]=2[CH:6]=1)=[O:4].[CH2:16]([S:20](Cl)(=[O:22])=[O:21])[CH2:17][CH2:18][CH3:19].[OH:24][NH2:25].[OH-].[K+]. Product: [OH:24][NH:25][C:3]([C:5]1[CH:14]=[CH:13][C:12]2[CH2:11][CH2:10][CH:9]([NH:15][S:20]([CH2:16][CH2:17][CH2:18][CH3:19])(=[O:22])=[O:21])[CH2:8][C:7]=2[CH:6]=1)=[O:4]. The catalyst class is: 4. (10) Reactant: CC(C)(C)C([O:5][CH2:6][C@@H:7]1[C@@H:12]([O:13]C(=O)C(C)(C)C)[C@H:11]([O:20]C(=O)C(C)(C)C)[C@H:10]([O:27]C(=O)C(C)(C)C)[C@@H:9]([C:34]2[CH:39]=[CH:38][CH:37]=[C:36](Br)[C:35]=2[CH2:41][CH3:42])[O:8]1)=O.[CH3:45][C:46]1[O:50][C:49]([C:51]2[CH:56]=[CH:55][C:54](B(O)O)=[CH:53][CH:52]=2)=[N:48][N:47]=1.C[O-].[Na+].CO. Product: [CH2:41]([C:35]1[C:36]([C:54]2[CH:55]=[CH:56][C:51]([C:49]3[O:50][C:46]([CH3:45])=[N:47][N:48]=3)=[CH:52][CH:53]=2)=[CH:37][CH:38]=[CH:39][C:34]=1[C@@H:9]1[C@@H:10]([OH:27])[C@@H:11]([OH:20])[C@H:12]([OH:13])[C@@H:7]([CH2:6][OH:5])[O:8]1)[CH3:42]. The catalyst class is: 45.